This data is from Catalyst prediction with 721,799 reactions and 888 catalyst types from USPTO. The task is: Predict which catalyst facilitates the given reaction. (1) Reactant: [Cl:1][C:2]1[CH:7]=[CH:6][C:5]([OH:8])=[CH:4][C:3]=1[CH:9]([CH3:28])[C:10]([C:16]1[CH:17]=[CH:18][C:19]2[O:24][CH2:23][C:22](=[O:25])[N:21]([CH3:26])[C:20]=2[CH:27]=1)([OH:15])[C:11]([F:14])([F:13])[F:12].[CH2:29]([O:31][C:32](=[O:41])[C:33]1[CH:38]=[CH:37][C:36]([CH2:39]Br)=[CH:35][CH:34]=1)[CH3:30].C(=O)([O-])[O-].[Cs+].[Cs+]. Product: [CH2:29]([O:31][C:32](=[O:41])[C:33]1[CH:38]=[CH:37][C:36]([CH2:39][O:8][C:5]2[CH:6]=[CH:7][C:2]([Cl:1])=[C:3]([CH:9]([CH3:28])[C:10]([OH:15])([C:16]3[CH:17]=[CH:18][C:19]4[O:24][CH2:23][C:22](=[O:25])[N:21]([CH3:26])[C:20]=4[CH:27]=3)[C:11]([F:12])([F:13])[F:14])[CH:4]=2)=[CH:35][CH:34]=1)[CH3:30]. The catalyst class is: 80. (2) Reactant: [CH2:1]([O:3][C:4](=[O:16])[CH2:5][C@@H:6]([C:8]1[CH:9]=[N:10][C:11]([O:14][CH3:15])=[CH:12][CH:13]=1)[NH2:7])[CH3:2].C([O-])(O)=O.[Na+].[N+]([C:25]1[CH:30]=[C:29]([N+:31]([O-:33])=[O:32])[CH:28]=[CH:27][C:26]=1[S:34](Cl)(=[O:36])=[O:35])([O-])=O. Product: [CH2:1]([O:3][C:4](=[O:16])[CH2:5][C@@H:6]([C:8]1[CH:9]=[N:10][C:11]([O:14][CH3:15])=[CH:12][CH:13]=1)[NH:7][S:34]([C:26]1[CH:25]=[CH:30][C:29]([N+:31]([O-:33])=[O:32])=[CH:28][CH:27]=1)(=[O:35])=[O:36])[CH3:2]. The catalyst class is: 2. (3) Reactant: [Br:1][C:2]1[S:6][C:5]([S:7](Cl)(=[O:9])=[O:8])=[CH:4][CH:3]=1.C(N(CC)CC)C.[C:18]([N:25]1[CH2:30][CH2:29][NH:28][CH2:27][CH2:26]1)([O:20][C:21]([CH3:24])([CH3:23])[CH3:22])=[O:19]. Product: [C:21]([O:20][C:18]([N:25]1[CH2:30][CH2:29][N:28]([S:7]([C:5]2[S:6][C:2]([Br:1])=[CH:3][CH:4]=2)(=[O:9])=[O:8])[CH2:27][CH2:26]1)=[O:19])([CH3:24])([CH3:22])[CH3:23]. The catalyst class is: 1. (4) Reactant: [Br:1][C:2]1[CH:7]=[CH:6][C:5]([C:8](=[O:10])[CH3:9])=[C:4]([F:11])[CH:3]=1. Product: [Br:1][C:2]1[CH:7]=[CH:6][C:5]([C@H:8]([OH:10])[CH3:9])=[C:4]([F:11])[CH:3]=1. The catalyst class is: 2.